This data is from NCI-60 drug combinations with 297,098 pairs across 59 cell lines. The task is: Regression. Given two drug SMILES strings and cell line genomic features, predict the synergy score measuring deviation from expected non-interaction effect. (1) Drug 1: CC1=C(C=C(C=C1)NC(=O)C2=CC=C(C=C2)CN3CCN(CC3)C)NC4=NC=CC(=N4)C5=CN=CC=C5. Drug 2: COC1=NC(=NC2=C1N=CN2C3C(C(C(O3)CO)O)O)N. Cell line: EKVX. Synergy scores: CSS=-2.94, Synergy_ZIP=1.74, Synergy_Bliss=-0.0663, Synergy_Loewe=-4.80, Synergy_HSA=-5.24. (2) Drug 1: C1CCC(C1)C(CC#N)N2C=C(C=N2)C3=C4C=CNC4=NC=N3. Cell line: MOLT-4. Drug 2: CCC1(C2=C(COC1=O)C(=O)N3CC4=CC5=C(C=CC(=C5CN(C)C)O)N=C4C3=C2)O.Cl. Synergy scores: CSS=72.5, Synergy_ZIP=0.803, Synergy_Bliss=4.65, Synergy_Loewe=-32.2, Synergy_HSA=6.00. (3) Drug 1: C1C(C(OC1N2C=NC3=C2NC=NCC3O)CO)O. Drug 2: C1C(C(OC1N2C=NC(=NC2=O)N)CO)O. Cell line: PC-3. Synergy scores: CSS=4.97, Synergy_ZIP=-1.01, Synergy_Bliss=-0.470, Synergy_Loewe=-5.89, Synergy_HSA=-4.77. (4) Drug 1: CC12CCC(CC1=CCC3C2CCC4(C3CC=C4C5=CN=CC=C5)C)O. Drug 2: C1=NC2=C(N1)C(=S)N=CN2. Cell line: SF-295. Synergy scores: CSS=27.0, Synergy_ZIP=-12.5, Synergy_Bliss=-6.32, Synergy_Loewe=-16.3, Synergy_HSA=-5.12. (5) Drug 1: CC(CN1CC(=O)NC(=O)C1)N2CC(=O)NC(=O)C2. Drug 2: C1CC(=O)NC(=O)C1N2C(=O)C3=CC=CC=C3C2=O. Cell line: SK-OV-3. Synergy scores: CSS=11.4, Synergy_ZIP=-0.412, Synergy_Bliss=6.02, Synergy_Loewe=6.74, Synergy_HSA=6.78.